Dataset: NCI-60 drug combinations with 297,098 pairs across 59 cell lines. Task: Regression. Given two drug SMILES strings and cell line genomic features, predict the synergy score measuring deviation from expected non-interaction effect. (1) Drug 1: C1CC(C1)(C(=O)O)C(=O)O.[NH2-].[NH2-].[Pt+2]. Drug 2: CCC1(CC2CC(C3=C(CCN(C2)C1)C4=CC=CC=C4N3)(C5=C(C=C6C(=C5)C78CCN9C7C(C=CC9)(C(C(C8N6C)(C(=O)OC)O)OC(=O)C)CC)OC)C(=O)OC)O.OS(=O)(=O)O. Cell line: CCRF-CEM. Synergy scores: CSS=13.7, Synergy_ZIP=2.42, Synergy_Bliss=9.65, Synergy_Loewe=0.149, Synergy_HSA=1.47. (2) Drug 1: CC1=CC2C(CCC3(C2CCC3(C(=O)C)OC(=O)C)C)C4(C1=CC(=O)CC4)C. Drug 2: CC1C(C(CC(O1)OC2CC(CC3=C2C(=C4C(=C3O)C(=O)C5=CC=CC=C5C4=O)O)(C(=O)C)O)N)O. Cell line: SK-MEL-28. Synergy scores: CSS=50.5, Synergy_ZIP=-4.00, Synergy_Bliss=-3.59, Synergy_Loewe=-25.2, Synergy_HSA=-1.15.